Dataset: Full USPTO retrosynthesis dataset with 1.9M reactions from patents (1976-2016). Task: Predict the reactants needed to synthesize the given product. (1) Given the product [Cl:8][C:7]1[CH:6]=[CH:5][C:4]([NH:9][C:10](=[O:22])[C:11]2[CH:16]=[CH:15][C:14]([C:17]([F:20])([F:19])[F:18])=[N:13][C:12]=2[CH3:21])=[CH:3][C:2]=1[NH:1][C:26](=[O:27])[C:25]1[CH:29]=[CH:30][CH:31]=[CH:32][C:24]=1[F:23], predict the reactants needed to synthesize it. The reactants are: [NH2:1][C:2]1[CH:3]=[C:4]([NH:9][C:10](=[O:22])[C:11]2[CH:16]=[CH:15][C:14]([C:17]([F:20])([F:19])[F:18])=[N:13][C:12]=2[CH3:21])[CH:5]=[CH:6][C:7]=1[Cl:8].[F:23][C:24]1[CH:32]=[CH:31][CH:30]=[CH:29][C:25]=1[C:26](O)=[O:27]. (2) Given the product [CH3:23][Si:8]([CH3:7])([CH2:17][CH2:18][Si:19]([CH3:20])([CH3:22])[CH3:21])[CH2:9][CH2:10][CH2:11][O:12][CH2:13][CH:14]([OH:15])[CH2:16][N:1]1[CH2:6][CH2:5][O:4][CH2:3][CH2:2]1, predict the reactants needed to synthesize it. The reactants are: [NH:1]1[CH2:6][CH2:5][O:4][CH2:3][CH2:2]1.[CH3:7][Si:8]([CH3:23])([CH2:17][CH2:18][Si:19]([CH3:22])([CH3:21])[CH3:20])[CH2:9][CH2:10][CH2:11][O:12][CH2:13][CH:14]1[CH2:16][O:15]1. (3) The reactants are: [NH2:1][C:2]1[C:13]([Br:14])=[CH:12][CH:11]=[CH:10][C:3]=1[C:4]([NH:6][CH2:7][CH2:8][OH:9])=[O:5].[CH:15](OC)(OC)OC.Cl.O1CCOCC1.C(=O)(O)[O-].[Na+]. Given the product [Br:14][C:13]1[CH:12]=[CH:11][CH:10]=[C:3]2[C:2]=1[N:1]=[CH:15][N:6]([CH2:7][CH2:8][OH:9])[C:4]2=[O:5], predict the reactants needed to synthesize it. (4) Given the product [CH:8]([C@@H:7]1[C:6](=[O:22])[NH:5][CH:4]=[CH:3][N:11]1[C:12]([O:13][CH2:14][C:15]1[CH:16]=[CH:17][CH:18]=[CH:19][CH:20]=1)=[O:21])([CH3:9])[CH3:10], predict the reactants needed to synthesize it. The reactants are: CO[CH:3](OC)[CH2:4][NH:5][C:6](=[O:22])[C@H:7]([NH:11][C:12](=[O:21])[O:13][CH2:14][C:15]1[CH:20]=[CH:19][CH:18]=[CH:17][CH:16]=1)[CH:8]([CH3:10])[CH3:9].C(O)(C(F)(F)F)=O.O.C([O-])([O-])=O.[Na+].[Na+]. (5) The reactants are: I[C:2]1[C:10]2[C:5](=[N:6][CH:7]=[N:8][C:9]=2[NH2:11])[N:4]([CH:12]2[CH2:17][CH2:16][N:15]([CH:18]3[CH2:24][CH:23]4[N:25]([CH3:26])[CH:20]([CH2:21][CH2:22]4)[CH2:19]3)[CH2:14][CH2:13]2)[N:3]=1.[CH3:27][N:28]1[C:36]2[C:31](=[CH:32][CH:33]=[CH:34][CH:35]=2)[CH:30]=[C:29]1[C:37]([NH:39][C:40]1[CH:45]=[CH:44][C:43](B2OC(C)(C)C(C)(C)O2)=[CH:42][CH:41]=1)=[O:38].C(=O)([O-])[O-].[Na+].[Na+]. Given the product [NH2:11][C:9]1[N:8]=[CH:7][N:6]=[C:5]2[N:4]([CH:12]3[CH2:17][CH2:16][N:15]([CH:18]4[CH2:24][CH:23]5[N:25]([CH3:26])[CH:20]([CH2:21][CH2:22]5)[CH2:19]4)[CH2:14][CH2:13]3)[N:3]=[C:2]([C:43]3[CH:44]=[CH:45][C:40]([NH:39][C:37]([C:29]4[N:28]([CH3:27])[C:36]5[C:31]([CH:30]=4)=[CH:32][CH:33]=[CH:34][CH:35]=5)=[O:38])=[CH:41][CH:42]=3)[C:10]=12, predict the reactants needed to synthesize it. (6) Given the product [C:29]([C:28]1[C:32]([F:36])=[CH:33][C:34]([F:35])=[C:26]([NH:25][CH:11]([C:15]2[CH:20]=[CH:19][C:18]([F:45])=[C:17]([O:23][CH3:24])[CH:16]=2)[C:12]([OH:14])=[O:13])[CH:27]=1)(=[O:30])[NH2:31], predict the reactants needed to synthesize it. The reactants are: C(C1C=C(N[CH:11]([C:15]2[CH:20]=[CH:19][C:18](OC)=[C:17]([O:23][CH3:24])[CH:16]=2)[C:12]([OH:14])=[O:13])C=CC=1)(=O)N.[NH2:25][C:26]1[CH:27]=[C:28]([C:32]([F:36])=[CH:33][C:34]=1[F:35])[C:29]([NH2:31])=[O:30].COC1C=C(B(O)O)C=CC=1[F:45].O.C(O)(=O)C=O.